Dataset: Forward reaction prediction with 1.9M reactions from USPTO patents (1976-2016). Task: Predict the product of the given reaction. Given the reactants [C:1]([C:5]1[CH:9]=[C:8](C(O)=O)[N:7]([CH3:13])[N:6]=1)([CH3:4])([CH3:3])[CH3:2].C1C=CC(P([N:28]=[N+]=[N-])(C2C=CC=CC=2)=O)=CC=1.[F:31][C:32]1[CH:37]=[C:36]([O:38][C:39]2[CH:44]=[CH:43][N:42]=[C:41]([C:45]3[O:46][CH:47]=[CH:48][N:49]=3)[CH:40]=2)[CH:35]=[CH:34][C:33]=1[NH2:50].[O:51]1[CH2:56]COCC1, predict the reaction product. The product is: [C:1]([C:5]1[CH:9]=[C:8]([NH:28][C:56]([NH:50][C:33]2[CH:34]=[CH:35][C:36]([O:38][C:39]3[CH:44]=[CH:43][N:42]=[C:41]([C:45]4[O:46][CH:47]=[CH:48][N:49]=4)[CH:40]=3)=[CH:37][C:32]=2[F:31])=[O:51])[N:7]([CH3:13])[N:6]=1)([CH3:2])([CH3:3])[CH3:4].